This data is from Peptide-MHC class I binding affinity with 185,985 pairs from IEDB/IMGT. The task is: Regression. Given a peptide amino acid sequence and an MHC pseudo amino acid sequence, predict their binding affinity value. This is MHC class I binding data. (1) The binding affinity (normalized) is 0.0847. The peptide sequence is ILHCANFNV. The MHC is HLA-B27:05 with pseudo-sequence HLA-B27:05. (2) The peptide sequence is DVLEIINDK. The MHC is HLA-A11:01 with pseudo-sequence HLA-A11:01. The binding affinity (normalized) is 0.221. (3) The peptide sequence is MTRRRVLSV. The MHC is HLA-A11:01 with pseudo-sequence HLA-A11:01. The binding affinity (normalized) is 0.213. (4) The peptide sequence is GYRWMCLRR. The MHC is Patr-A0401 with pseudo-sequence Patr-A0401. The binding affinity (normalized) is 0.665. (5) The peptide sequence is VRITWYSKNF. The MHC is Mamu-B08 with pseudo-sequence Mamu-B08. The binding affinity (normalized) is 0.585. (6) The peptide sequence is LRAMESPLR. The MHC is Mamu-B03 with pseudo-sequence Mamu-B03. The binding affinity (normalized) is 0.